Dataset: CYP2C19 inhibition data for predicting drug metabolism from PubChem BioAssay. Task: Regression/Classification. Given a drug SMILES string, predict its absorption, distribution, metabolism, or excretion properties. Task type varies by dataset: regression for continuous measurements (e.g., permeability, clearance, half-life) or binary classification for categorical outcomes (e.g., BBB penetration, CYP inhibition). Dataset: cyp2c19_veith. (1) The compound is COc1ccccc1/C=N/NC(=Nc1ccc(C)cc1)c1nc2ccccc2s1. The result is 0 (non-inhibitor). (2) The drug is Cc1cc(NC(=O)CSc2nc3ccsc3c(=O)n2Cc2ccccn2)n[nH]1. The result is 1 (inhibitor). (3) The molecule is CCN(CC)N=Nc1[nH]nc2nc(C)cc(C)c12. The result is 0 (non-inhibitor). (4) The molecule is Cc1cc(C=O)c(C)n1-c1ccc(N2CCCCC2)c([N+](=O)[O-])c1. The result is 1 (inhibitor). (5) The molecule is CSc1ccc(NC(=O)NCCCN2CCN(c3ccccc3F)CC2)cc1. The result is 1 (inhibitor). (6) The drug is O=C(O)c1ccccc1Nc1cccc(OCc2ccc3ccccc3n2)c1. The result is 1 (inhibitor). (7) The molecule is COc1cc(OC)cc(C(=O)Nn2cc(C(=O)N3CCN(C)CC3)c3ccccc3c2=O)c1. The result is 0 (non-inhibitor). (8) The drug is CN1C(=O)/C(=C/c2ccccc2OCc2ccccc2F)NC1=S. The result is 1 (inhibitor). (9) The molecule is CC(=O)OC[C@H]1O[C@@H](O/N=C\[C@@H](C)[C@H](OCc2ccccc2)C(C)C)[C@H](OC(C)=O)[C@@H](OC(C)=O)[C@H]1OC(C)=O. The result is 0 (non-inhibitor). (10) The molecule is O=C(/C=C/c1ccccc1)NC(NC(=S)Nc1ccc(Cl)cc1)C(Cl)(Cl)Cl. The result is 1 (inhibitor).